From a dataset of CYP2D6 inhibition data for predicting drug metabolism from PubChem BioAssay. Regression/Classification. Given a drug SMILES string, predict its absorption, distribution, metabolism, or excretion properties. Task type varies by dataset: regression for continuous measurements (e.g., permeability, clearance, half-life) or binary classification for categorical outcomes (e.g., BBB penetration, CYP inhibition). Dataset: cyp2d6_veith. (1) The compound is CC[C@]1(O)C[C@H]2CN(CCc3c([nH]c4ccccc34)[C@](C(=O)OC)(c3cc4c(cc3OC)N(C)[C@@H]3[C@](O)(C(=O)OC)[C@H](OC(C)=O)[C@]5(CC)C=CCN6CC[C@]43[C@@H]65)C2)C1. The result is 0 (non-inhibitor). (2) The compound is Cc1nc2cnc(N3CCOCC3)nc2n(C[C@H]2CCCO2)c1=O. The result is 0 (non-inhibitor). (3) The result is 1 (inhibitor). The compound is C[C@@H](CN(C)C)CN1c2ccccc2Sc2ccccc21.C[C@@H](CN(C)C)CN1c2ccccc2Sc2ccccc21.O=C(O)[C@@H](O)[C@@H](O)C(=O)O. (4) The compound is N[C@@H](CCCP(=O)(O)O)C(=O)O. The result is 0 (non-inhibitor). (5) The drug is O=C(c1ccco1)N1CCN(c2cc(=O)n(C3CCCCC3)c(=O)[nH]2)CC1. The result is 0 (non-inhibitor).